This data is from Full USPTO retrosynthesis dataset with 1.9M reactions from patents (1976-2016). The task is: Predict the reactants needed to synthesize the given product. (1) Given the product [CH3:26][N:27]([N:16]=[N:10][C:9]1[CH:8]=[C:7]([C:11]([O:13][CH3:14])=[O:12])[Se:6][C:5]=1[C:3]([O:2][CH3:1])=[O:4])[CH3:28], predict the reactants needed to synthesize it. The reactants are: [CH3:1][O:2][C:3]([C:5]1[Se:6][C:7]([C:11]([O:13][CH3:14])=[O:12])=[CH:8][C:9]=1[NH2:10])=[O:4].Cl.[N:16]([O-])=O.[Na+].C(=O)([O-])[O-].[K+].[K+].[CH3:26][NH:27][CH3:28]. (2) Given the product [C:31]([O:30][C:28](=[O:29])[CH2:27][N:23]1[CH:24]=[C:20]([B:15]2[O:16][C:17]([CH3:18])([CH3:19])[C:13]([CH3:25])([CH3:12])[O:14]2)[CH:21]=[N:22]1)([CH3:34])([CH3:33])[CH3:32], predict the reactants needed to synthesize it. The reactants are: CC(C)([O-])C.[K+].C1COCC1.[CH3:12][C:13]1([CH3:25])[C:17]([CH3:19])([CH3:18])[O:16][B:15]([C:20]2[CH:21]=[N:22][NH:23][CH:24]=2)[O:14]1.Br[CH2:27][C:28]([O:30][C:31]([CH3:34])([CH3:33])[CH3:32])=[O:29]. (3) Given the product [CH3:3][C:2]1[N:5]=[C:13]([CH3:14])[C:16]([C:17]([O:19][CH2:20][CH3:21])=[O:18])=[CH:22][N:4]=1, predict the reactants needed to synthesize it. The reactants are: Cl.[C:2]([NH2:5])(=[NH:4])[CH3:3].[O-]CC.[Na+].C(O)C.[C:13]([C:16](=[CH:22]N(C)C)[C:17]([O:19][CH2:20][CH3:21])=[O:18])(=O)[CH3:14].